Dataset: Full USPTO retrosynthesis dataset with 1.9M reactions from patents (1976-2016). Task: Predict the reactants needed to synthesize the given product. (1) Given the product [CH3:34][O:35][C:36]1[C:37]([CH3:60])=[C:38]([C:51]([O:58][CH3:59])=[C:52]([O:56][CH3:57])[C:53]=1[O:54][CH3:55])[CH2:39][C:40]1[CH:41]=[CH:42][C:43]([O:8][CH2:7][C:4]2[CH:5]=[CH:6][N:1]=[CH:2][CH:3]=2)=[C:44]([CH:49]=1)[C:45]([O:47][CH3:48])=[O:46], predict the reactants needed to synthesize it. The reactants are: [N:1]1[CH:6]=[CH:5][C:4]([CH2:7][OH:8])=[CH:3][CH:2]=1.C(P(CCCC)CCCC)CCC.CN(C)C(N=NC(N(C)C)=O)=O.[CH3:34][O:35][C:36]1[C:37]([CH3:60])=[C:38]([C:51]([O:58][CH3:59])=[C:52]([O:56][CH3:57])[C:53]=1[O:54][CH3:55])[CH2:39][C:40]1[CH:41]=[CH:42][C:43](O)=[C:44]([CH:49]=1)[C:45]([O:47][CH3:48])=[O:46].[OH-].[Na+]. (2) The reactants are: C(OC([N:8]1[CH2:13][CH2:12][CH2:11][CH2:10][CH:9]1[C:14]1[O:18][N:17]=[C:16]([C:19]2[CH:24]=[CH:23][CH:22]=[C:21]([C:25]#[N:26])[CH:20]=2)[N:15]=1)=O)(C)(C)C. Given the product [NH:8]1[CH2:13][CH2:12][CH2:11][CH2:10][CH:9]1[C:14]1[O:18][N:17]=[C:16]([C:19]2[CH:20]=[C:21]([CH:22]=[CH:23][CH:24]=2)[C:25]#[N:26])[N:15]=1, predict the reactants needed to synthesize it. (3) Given the product [Cl:24][C:25]1[CH:26]=[C:27]([C:2]2[C:11]3[C:6](=[C:7]([C:12]([F:14])([F:13])[F:15])[CH:8]=[CH:9][CH:10]=3)[N:5]=[CH:4][C:3]=2[C:16]([C:18]2[CH:23]=[CH:22][CH:21]=[CH:20][N:19]=2)=[O:17])[CH:28]=[CH:29][C:30]=1[Cl:31], predict the reactants needed to synthesize it. The reactants are: Cl[C:2]1[C:11]2[C:6](=[C:7]([C:12]([F:15])([F:14])[F:13])[CH:8]=[CH:9][CH:10]=2)[N:5]=[CH:4][C:3]=1[C:16]([C:18]1[CH:23]=[CH:22][CH:21]=[CH:20][N:19]=1)=[O:17].[Cl:24][C:25]1[CH:26]=[C:27](B(O)O)[CH:28]=[CH:29][C:30]=1[Cl:31]. (4) Given the product [ClH:13].[CH3:14][O:4][C:3](=[O:5])[C@@H:2]([NH2:1])[CH2:6][C:7]1[CH:12]=[CH:11][CH:10]=[CH:9][C:8]=1[Cl:13], predict the reactants needed to synthesize it. The reactants are: [NH2:1][C@@H:2]([CH2:6][C:7]1[CH:12]=[CH:11][CH:10]=[CH:9][C:8]=1[Cl:13])[C:3]([OH:5])=[O:4].[CH3:14]O. (5) Given the product [C:1]1([S:7]([N:10]2[C:18]3[C:13](=[C:14]([CH2:19][O:32][CH2:31][CH:28]4[CH2:29][CH2:30][C:25]5([O:21][CH2:22][CH2:23][O:24]5)[CH2:26][CH2:27]4)[CH:15]=[CH:16][CH:17]=3)[CH:12]=[CH:11]2)(=[O:9])=[O:8])[CH:6]=[CH:5][CH:4]=[CH:3][CH:2]=1, predict the reactants needed to synthesize it. The reactants are: [C:1]1([S:7]([N:10]2[C:18]3[C:13](=[C:14]([CH2:19]Br)[CH:15]=[CH:16][CH:17]=3)[CH:12]=[CH:11]2)(=[O:9])=[O:8])[CH:6]=[CH:5][CH:4]=[CH:3][CH:2]=1.[O:21]1[C:25]2([CH2:30][CH2:29][CH:28]([CH2:31][OH:32])[CH2:27][CH2:26]2)[O:24][CH2:23][CH2:22]1.C(N(C(C)C)C(C)C)C.